This data is from Reaction yield outcomes from USPTO patents with 853,638 reactions. The task is: Predict the reaction yield, written as a fraction of the theoretical maximum amount of product (1.0 means a 100% yield; for example, 0.34 means a 34% yield). (1) The reactants are [O:1]=[C:2]1[CH2:7][CH2:6][S:5][CH2:4][CH2:3]1.Cl.[NH2:9]O.C(=O)([O-])[O-].[K+].[K+].[C:17]1([CH3:27])C=CC(S(Cl)(=O)=O)=CC=1.[O-:28][CH2:29][CH3:30].[K+]. The catalyst is C(O)C.C(OCC)(=O)C.O. The product is [NH2:9][C:3]1[C:2]([O:28][CH2:29][CH3:30])([O:1][CH2:17][CH3:27])[CH:7]=[CH:6][S:5][CH:4]=1. The yield is 0.560. (2) The reactants are [F:1][C:2]1[CH:7]=[C:6](I)[CH:5]=[CH:4][C:3]=1[N:9]1[CH:14]=[C:13]([O:15][CH3:16])[C:12](=[O:17])[C:11]([C:18]2[N:22]([C:23]3[CH:28]=[CH:27][CH:26]=[CH:25][CH:24]=3)[N:21]=[CH:20][CH:19]=2)=[N:10]1.[CH3:29][C:30]1([CH3:36])[CH2:34][NH:33][C:32](=[O:35])[CH2:31]1.N[C@@H]1CCCC[C@H]1N.[O-]P([O-])([O-])=O.[K+].[K+].[K+].C([O-])(O)=O.[Na+]. The catalyst is O1CCOCC1.[Cu]I. The product is [CH3:29][C:30]1([CH3:36])[CH2:34][N:33]([C:6]2[CH:5]=[CH:4][C:3]([N:9]3[CH:14]=[C:13]([O:15][CH3:16])[C:12](=[O:17])[C:11]([C:18]4[N:22]([C:23]5[CH:28]=[CH:27][CH:26]=[CH:25][CH:24]=5)[N:21]=[CH:20][CH:19]=4)=[N:10]3)=[C:2]([F:1])[CH:7]=2)[C:32](=[O:35])[CH2:31]1. The yield is 0.600.